From a dataset of Peptide-MHC class II binding affinity with 134,281 pairs from IEDB. Regression. Given a peptide amino acid sequence and an MHC pseudo amino acid sequence, predict their binding affinity value. This is MHC class II binding data. (1) The MHC is DRB3_0101 with pseudo-sequence DRB3_0101. The peptide sequence is VPTSWVPQGRTTWSI. The binding affinity (normalized) is 0.229. (2) The MHC is DRB5_0101 with pseudo-sequence DRB5_0101. The binding affinity (normalized) is 0.445. The peptide sequence is GLLYTVKYPNLSDLD.